This data is from Forward reaction prediction with 1.9M reactions from USPTO patents (1976-2016). The task is: Predict the product of the given reaction. (1) Given the reactants CC1C(CCC(O)=O)=C([CH2:17][C:18]2[NH:22][C:21](/C=C3/C(C=C)=C(C)C(N/3)=O)=[C:20](C)[C:19]=2[CH2:34][CH2:35][C:36]([OH:38])=O)NC=1/C=C1/C(C)=C(C=C)C(N/1)=O.[O:44]=C[C@@H]([C@H]([C@@H]([C@@H](CO)O)O)O)O.C1C(O)=CC2C(CCN)=CNC=2C=1, predict the reaction product. The product is: [NH2:22][CH2:21][CH2:20][C:19]1[CH:18]=[CH:17][C:36]([OH:38])=[C:35]([OH:44])[CH:34]=1. (2) Given the reactants [Cl:1][C:2]1[CH:7]=[CH:6][CH:5]=[CH:4][C:3]=1[C:8]1[C:16]2[O:15][CH:14]([CH2:17][NH2:18])[CH2:13][C:12]=2[CH:11]=[C:10]([F:19])[CH:9]=1.C(N(C(C)C)CC)(C)C.Cl[C:30]([O:32][CH2:33][C:34]1[CH:39]=[CH:38][CH:37]=[CH:36][CH:35]=1)=[O:31].C(OC(=O)NCC1CC2C=CC=C(C3CCCC3)C=2O1)C1C=CC=CC=1, predict the reaction product. The product is: [CH2:33]([O:32][C:30](=[O:31])[NH:18][CH2:17][CH:14]1[CH2:13][C:12]2[CH:11]=[C:10]([F:19])[CH:9]=[C:8]([C:3]3[CH:4]=[CH:5][CH:6]=[CH:7][C:2]=3[Cl:1])[C:16]=2[O:15]1)[C:34]1[CH:39]=[CH:38][CH:37]=[CH:36][CH:35]=1. (3) Given the reactants Cl[C:2]1[CH:12]=[CH:11][C:5]([C:6]([O:8]CC)=[O:7])=[CH:4][N:3]=1.[CH3:13][N:14]1[CH:18]=[CH:17][N:16]=[C:15]1[CH2:19][OH:20], predict the reaction product. The product is: [CH3:13][N:14]1[CH:18]=[CH:17][N:16]=[C:15]1[CH2:19][O:20][C:2]1[CH:12]=[CH:11][C:5]([C:6]([OH:8])=[O:7])=[CH:4][N:3]=1. (4) Given the reactants [CH3:1][N:2]1[C@@H:18]2[CH2:19][C:7]3[CH:8]=[CH:9][C:10]([O:22][CH3:23])=[C:11]4[O:12][C@H:13]5[C:14]([O:20]C)=[CH:15][CH:16]=[C:17]2[C@:5]5([C:6]=34)[CH2:4][CH2:3]1.C(O)=[O:25].OO, predict the reaction product. The product is: [O:12]1[C@@H:13]2[C@@:5]34[CH2:4][CH2:3][N:2]([CH3:1])[C@@H:18]([C@:17]3([OH:25])[CH2:16][CH2:15][C:14]2=[O:20])[CH2:19][C:7]2=[C:6]4[C:11]1=[C:10]([O:22][CH3:23])[CH:9]=[CH:8]2. (5) The product is: [F:7][C:8]1[CH:13]=[C:12]([N+:14]([O-:16])=[O:15])[CH:11]=[CH:10][C:9]=1[P:2]([CH3:1])(=[O:6])[O:3][CH2:4][CH3:5]. Given the reactants [CH3:1][PH:2](=[O:6])[O:3][CH2:4][CH3:5].[F:7][C:8]1[CH:13]=[C:12]([N+:14]([O-:16])=[O:15])[CH:11]=[CH:10][C:9]=1I.CCN(C(C)C)C(C)C, predict the reaction product. (6) Given the reactants [C:1]([O:5][C:6]([N:8]1[CH2:13][CH2:12][NH:11][CH2:10][CH2:9]1)=[O:7])([CH3:4])([CH3:3])[CH3:2].[CH2:14]([O:16][C:17](=[O:30])[CH2:18][NH:19][C:20]1[C:25]([N+:26]([O-:28])=[O:27])=[C:24](Cl)[N:23]=[CH:22][N:21]=1)[CH3:15].C(=O)([O-])[O-].[K+].[K+].O, predict the reaction product. The product is: [C:1]([O:5][C:6]([N:8]1[CH2:13][CH2:12][N:11]([C:24]2[C:25]([N+:26]([O-:28])=[O:27])=[C:20]([NH:19][CH2:18][C:17]([O:16][CH2:14][CH3:15])=[O:30])[N:21]=[CH:22][N:23]=2)[CH2:10][CH2:9]1)=[O:7])([CH3:4])([CH3:2])[CH3:3].